Dataset: Forward reaction prediction with 1.9M reactions from USPTO patents (1976-2016). Task: Predict the product of the given reaction. (1) Given the reactants [F:1][C:2]([F:24])([F:23])[O:3][C:4]1[CH:5]=[CH:6][C:7]2[N:13]3[N:14]=[N:15][C:16]([C:17]([O:19]CC)=[O:18])=[C:12]3[CH2:11][CH2:10][CH2:9][C:8]=2[CH:22]=1.[OH-].[Na+], predict the reaction product. The product is: [F:24][C:2]([F:1])([F:23])[O:3][C:4]1[CH:5]=[CH:6][C:7]2[N:13]3[N:14]=[N:15][C:16]([C:17]([OH:19])=[O:18])=[C:12]3[CH2:11][CH2:10][CH2:9][C:8]=2[CH:22]=1. (2) Given the reactants [F:1][C:2]1[CH:14]=[C:13]([NH:15][CH3:16])[C:12]([N+:17]([O-])=O)=[CH:11][C:3]=1[C:4]([NH:6][CH2:7][CH2:8][O:9][CH3:10])=[O:5], predict the reaction product. The product is: [NH2:17][C:12]1[C:13]([NH:15][CH3:16])=[CH:14][C:2]([F:1])=[C:3]([CH:11]=1)[C:4]([NH:6][CH2:7][CH2:8][O:9][CH3:10])=[O:5]. (3) Given the reactants [CH3:1][O:2][C:3]1[CH:8]=[CH:7][C:6]([N:9]2[C:13]3[C:14](=[O:18])[NH:15][CH2:16][CH2:17][C:12]=3[C:11]([C:19]([F:22])([F:21])[F:20])=[N:10]2)=[CH:5][CH:4]=1.[H-].[Na+].Br[CH2:26][CH2:27][C:28]#[N:29], predict the reaction product. The product is: [CH3:1][O:2][C:3]1[CH:4]=[CH:5][C:6]([N:9]2[C:13]3[C:14](=[O:18])[N:15]([CH2:26][CH2:27][C:28]#[N:29])[CH2:16][CH2:17][C:12]=3[C:11]([C:19]([F:22])([F:20])[F:21])=[N:10]2)=[CH:7][CH:8]=1. (4) Given the reactants [Cl:1][C:2]1[CH:48]=[CH:47][C:5]([CH2:6][N:7]2[C:15]3[C:10](=[CH:11][CH:12]=[CH:13][CH:14]=3)[C:9]([C:16]([C:18]3[N:19](COCC[Si](C)(C)C)[C:20]([S:29]([C:32]4[CH:37]=[CH:36][C:35]([CH3:38])=[CH:34][CH:33]=4)(=[O:31])=[O:30])=[C:21]([C:23]4[CH:28]=[CH:27][CH:26]=[CH:25][N:24]=4)[N:22]=3)=[O:17])=[CH:8]2)=[CH:4][CH:3]=1.Cl, predict the reaction product. The product is: [Cl:1][C:2]1[CH:3]=[CH:4][C:5]([CH2:6][N:7]2[C:15]3[C:10](=[CH:11][CH:12]=[CH:13][CH:14]=3)[C:9]([C:16]([C:18]3[NH:19][C:20]([S:29]([C:32]4[CH:33]=[CH:34][C:35]([CH3:38])=[CH:36][CH:37]=4)(=[O:30])=[O:31])=[C:21]([C:23]4[CH:28]=[CH:27][CH:26]=[CH:25][N:24]=4)[N:22]=3)=[O:17])=[CH:8]2)=[CH:47][CH:48]=1. (5) Given the reactants C([O:8][C:9]1[CH:22]=[CH:21][C:12]([CH2:13][CH:14]2[NH:19][C:18](=[O:20])[CH2:17][O:16][CH2:15]2)=[CH:11][CH:10]=1)C1C=CC=CC=1, predict the reaction product. The product is: [OH:8][C:9]1[CH:22]=[CH:21][C:12]([CH2:13][CH:14]2[NH:19][C:18](=[O:20])[CH2:17][O:16][CH2:15]2)=[CH:11][CH:10]=1.